From a dataset of Reaction yield outcomes from USPTO patents with 853,638 reactions. Predict the reaction yield, written as a fraction of the theoretical maximum amount of product (1.0 means a 100% yield; for example, 0.34 means a 34% yield). (1) The reactants are Cl[C:2]1[N:3]=[C:4]([NH:17][CH:18]([CH3:20])[CH3:19])[C:5]2[CH2:10][CH2:9][CH:8]([C:11]3[CH:16]=[CH:15][CH:14]=[CH:13][CH:12]=3)[C:6]=2[N:7]=1.[Cl:21][C:22]1[N:23]=[CH:24][N:25]([C:27]2[CH:33]=[CH:32][C:30]([NH2:31])=[CH:29][C:28]=2[O:34][CH3:35])[CH:26]=1.OS(O)(=O)=O.CCOC(C)=O. The yield is 0.472. The product is [Cl:21][C:22]1[N:23]=[CH:24][N:25]([C:27]2[CH:33]=[CH:32][C:30]([NH:31][C:2]3[N:3]=[C:4]([NH:17][CH:18]([CH3:20])[CH3:19])[C:5]4[CH2:10][CH2:9][CH:8]([C:11]5[CH:16]=[CH:15][CH:14]=[CH:13][CH:12]=5)[C:6]=4[N:7]=3)=[CH:29][C:28]=2[O:34][CH3:35])[CH:26]=1. The catalyst is CN(C=O)C. (2) The catalyst is C1COCC1.O.O.CN(C=O)C. The yield is 0.300. The reactants are CO[C:3](=[O:18])[C:4]1[CH:9]=[CH:8][CH:7]=[CH:6][C:5]=1[O:10][CH2:11][CH2:12][N:13]1[CH2:17][CH2:16][CH2:15][CH2:14]1.[OH-].[Li+].Cl.[NH:22]1[C:26]2[CH:27]=[CH:28][CH:29]=[CH:30][C:25]=2[N:24]=[C:23]1[C:31]1[C:35]([NH2:36])=[CH:34][NH:33][N:32]=1.C(Cl)CCl.C1C=CC2N(O)N=NC=2C=1. The product is [NH:24]1[C:25]2[CH:30]=[CH:29][CH:28]=[CH:27][C:26]=2[N:22]=[C:23]1[C:31]1[C:35]([NH:36][C:3](=[O:18])[C:4]2[CH:9]=[CH:8][CH:7]=[CH:6][C:5]=2[O:10][CH2:11][CH2:12][N:13]2[CH2:14][CH2:15][CH2:16][CH2:17]2)=[CH:34][NH:33][N:32]=1. (3) The reactants are [I:1][C:2]1[C:7]([CH:8]=[O:9])=[C:6]([O:10]C)[N:5]=[CH:4][CH:3]=1.[I-].[Na+].Cl[Si](C)(C)C. The catalyst is CC#N. The product is [I:1][C:2]1[CH:3]=[CH:4][NH:5][C:6](=[O:10])[C:7]=1[CH:8]=[O:9]. The yield is 0.505. (4) The yield is 0.940. The product is [Cl:1][C:2]1[CH:3]=[C:4]([N:8]2[C:13](=[O:14])[C:12]([CH:36]3[CH2:40][CH2:39][CH2:38][CH2:37]3)=[C:11]([C:26]3[CH:27]=[CH:28][C:29]([S:32]([CH3:35])(=[O:33])=[O:34])=[CH:30][CH:31]=3)[CH:10]=[N:9]2)[CH:5]=[CH:6][CH:7]=1. The catalyst is C1COCC1. The reactants are [Cl:1][C:2]1[CH:3]=[C:4]([N:8]2[C:13](=[O:14])[C:12](OS(C3C=CC(C)=CC=3)(=O)=O)=[C:11]([C:26]3[CH:31]=[CH:30][C:29]([S:32]([CH3:35])(=[O:34])=[O:33])=[CH:28][CH:27]=3)[CH:10]=[N:9]2)[CH:5]=[CH:6][CH:7]=1.[CH:36]1([Mg]Cl)[CH2:40][CH2:39][CH2:38][CH2:37]1.O.